Dataset: Forward reaction prediction with 1.9M reactions from USPTO patents (1976-2016). Task: Predict the product of the given reaction. Given the reactants [CH3:1][C:2]1[NH:3][C:4]2[CH2:5][C:6]([CH3:13])([CH3:12])[CH2:7][C:8](=[O:11])[C:9]=2[CH:10]=1.[CH3:14][C:15]1[CH:20]=[CH:19][C:18]([SH:21])=[CH:17][CH:16]=1.II, predict the reaction product. The product is: [CH3:1][C:2]1[NH:3][C:4]2[CH2:5][C:6]([CH3:13])([CH3:12])[CH2:7][C:8](=[O:11])[C:9]=2[C:10]=1[S:21][C:18]1[CH:19]=[CH:20][C:15]([CH3:14])=[CH:16][CH:17]=1.